This data is from Catalyst prediction with 721,799 reactions and 888 catalyst types from USPTO. The task is: Predict which catalyst facilitates the given reaction. (1) Reactant: [CH3:1][CH2:2][CH2:3][CH2:4][C:5]([N:7]([C@H:26]([C:30]([OH:32])=[O:31])[CH:27]([CH3:29])[CH3:28])[CH2:8][C:9]1[CH:10]=[CH:11][C:12]([C:15]2[CH:16]=[CH:17][CH:18]=[CH:19][C:20]=2[C:21]2[NH:22][N:23]=[N:24][N:25]=2)=[CH:13][CH:14]=1)=[O:6].[OH:33][CH:34]1[O:53][C@H:52]([CH2:54][OH:55])[C@@H:39]([O:40][C@@H:41]2[O:49][C@H:48]([CH2:50][OH:51])[C@H:46]([OH:47])[C@H:44]([OH:45])[C@H:42]2[OH:43])[C@H:37]([OH:38])[C@H:35]1[OH:36]. Product: [CH3:1][CH2:2][CH2:3][CH2:4][C:5]([N:7]([C@H:26]([C:30]([OH:32])=[O:31])[CH:27]([CH3:29])[CH3:28])[CH2:8][C:9]1[CH:10]=[CH:11][C:12]([C:15]2[CH:16]=[CH:17][CH:18]=[CH:19][C:20]=2[C:21]2[NH:22][N:23]=[N:24][N:25]=2)=[CH:13][CH:14]=1)=[O:6].[OH:33][CH:34]1[O:53][C@H:52]([CH2:54][OH:55])[C@@H:39]([O:40][C@@H:41]2[O:49][C@H:48]([CH2:50][OH:51])[C@H:46]([OH:47])[C@H:44]([OH:45])[C@H:42]2[OH:43])[C@H:37]([OH:38])[C@H:35]1[OH:36]. The catalyst class is: 8. (2) Reactant: [NH2:1][CH2:2][C:3]1[N:7]=[C:6]([C@H:8]([CH2:17][CH2:18][CH2:19][CH:20]2[CH2:25][CH2:24][CH2:23][CH2:22][CH2:21]2)[CH2:9][C:10]([O:12][C:13]([CH3:16])([CH3:15])[CH3:14])=[O:11])[O:5][N:4]=1.[CH3:26][O:27][CH2:28][C:29](O)=[O:30].C1C=CC2N(O)N=NC=2C=1.CN1CCOCC1. Product: [CH:20]1([CH2:19][CH2:18][CH2:17][C@@H:8]([C:6]2[O:5][N:4]=[C:3]([CH2:2][NH:1][C:29](=[O:30])[CH2:28][O:27][CH3:26])[N:7]=2)[CH2:9][C:10]([O:12][C:13]([CH3:15])([CH3:16])[CH3:14])=[O:11])[CH2:21][CH2:22][CH2:23][CH2:24][CH2:25]1. The catalyst class is: 2. (3) Reactant: [F:1][C:2]1[CH:3]=[C:4]([C:17](=[O:19])[CH3:18])[C:5]2[N:9]=[CH:8][N:7](C3CCCCO3)[C:6]=2[CH:16]=1.CC1C=CC(S(O)(=O)=O)=CC=1. Product: [F:1][C:2]1[CH:3]=[C:4]([C:17](=[O:19])[CH3:18])[C:5]2[N:9]=[CH:8][NH:7][C:6]=2[CH:16]=1. The catalyst class is: 72.